Dataset: Forward reaction prediction with 1.9M reactions from USPTO patents (1976-2016). Task: Predict the product of the given reaction. (1) Given the reactants Br[C:2]1[C:10]2[C:5](=[N:6][CH:7]=[CH:8][CH:9]=2)[N:4]([S:11]([C:14]2[CH:15]=[CH:16][CH:17]=[C:18]3[C:23]=2[N:22]=[CH:21][CH:20]=[CH:19]3)(=[O:13])=[O:12])[CH:3]=1.[CH3:24][O:25][C:26]1[N:31]=[C:30](B(O)O)[CH:29]=[CH:28][N:27]=1.C(OCC)(=O)C.O, predict the reaction product. The product is: [CH3:24][O:25][C:26]1[N:31]=[CH:30][C:29]([C:2]2[C:10]3[C:5](=[N:6][CH:7]=[CH:8][CH:9]=3)[N:4]([S:11]([C:14]3[CH:15]=[CH:16][CH:17]=[C:18]4[C:23]=3[N:22]=[CH:21][CH:20]=[CH:19]4)(=[O:13])=[O:12])[CH:3]=2)=[CH:28][N:27]=1. (2) Given the reactants [Cl:1][C:2]1[C:3]([NH:20][C:21]2[CH:25]=[C:24]([CH:26]3[CH2:28][CH2:27]3)[NH:23][N:22]=2)=[N:4][C:5]([C:8]2[S:12][C:11]([C:13](=[O:19])[C:14]([O:16]CC)=[O:15])=[CH:10][CH:9]=2)=[N:6][CH:7]=1.[OH-].[Na+], predict the reaction product. The product is: [Cl:1][C:2]1[C:3]([NH:20][C:21]2[CH:25]=[C:24]([CH:26]3[CH2:28][CH2:27]3)[NH:23][N:22]=2)=[N:4][C:5]([C:8]2[S:12][C:11]([C:13](=[O:19])[C:14]([OH:16])=[O:15])=[CH:10][CH:9]=2)=[N:6][CH:7]=1. (3) The product is: [CH:1]1([C:6]2([CH2:14][O:15][C:16]3[CH:21]=[CH:20][C:19]([C:22]([CH3:25])([CH3:26])[C:23]#[N:24])=[C:18]([F:27])[CH:17]=3)[CH2:11][C:10]([OH:12])=[C:9]([CH2:38][C:36]3[N:37]=[C:32]4[N:31]=[CH:30][C:29]([CH3:28])=[CH:34][N:33]4[N:35]=3)[C:8](=[O:13])[O:7]2)[CH2:2][CH2:3][CH2:4][CH2:5]1. Given the reactants [CH:1]1([C:6]2([CH2:14][O:15][C:16]3[CH:21]=[CH:20][C:19]([C:22]([CH3:26])([CH3:25])[C:23]#[N:24])=[C:18]([F:27])[CH:17]=3)[CH2:11][C:10](=[O:12])[CH2:9][C:8](=[O:13])[O:7]2)[CH2:5][CH2:4][CH2:3][CH2:2]1.[CH3:28][C:29]1[CH:30]=[N:31][C:32]2[N:33]([N:35]=[C:36]([CH:38]=O)[N:37]=2)[CH:34]=1, predict the reaction product. (4) Given the reactants [Cl:1][C:2]1[CH:7]=[C:6]([F:8])[CH:5]=[CH:4][C:3]=1[CH:9]([CH2:14][CH:15]1[CH2:17][O:16]1)[C:10]([O:12]C)=O.[C:18]([O:22][C:23]([CH3:26])([CH3:25])[CH3:24])(=[O:21])[NH:19][NH2:20], predict the reaction product. The product is: [Cl:1][C:2]1[CH:7]=[C:6]([F:8])[CH:5]=[CH:4][C:3]=1[CH:9]1[CH2:14][CH:15]([OH:16])[CH2:17][N:20]([NH:19][C:18](=[O:21])[O:22][C:23]([CH3:26])([CH3:25])[CH3:24])[C:10]1=[O:12]. (5) Given the reactants [C:1]([O:5][C:6]([NH:8][C:9]1[S:13][C:12]([C:14]2[C:19]([F:20])=[CH:18][CH:17]=[C:16]([O:21][CH3:22])[C:15]=2[F:23])=[N:11][C:10]=1[C:24]([O:26]C)=[O:25])=[O:7])([CH3:4])([CH3:3])[CH3:2].O.[OH-].[Li+].Cl, predict the reaction product. The product is: [C:1]([O:5][C:6]([NH:8][C:9]1[S:13][C:12]([C:14]2[C:19]([F:20])=[CH:18][CH:17]=[C:16]([O:21][CH3:22])[C:15]=2[F:23])=[N:11][C:10]=1[C:24]([OH:26])=[O:25])=[O:7])([CH3:4])([CH3:2])[CH3:3]. (6) Given the reactants [NH:1]1[CH2:6][CH2:5][O:4][CH2:3][CH2:2]1.[CH2:7]=O.[NH2:9][C:10]1[C:15]2=[C:16]([C:27]3[CH:32]=[CH:31][C:30]([NH:33][C:34]([NH:36][C:37]4[CH:42]=[CH:41][CH:40]=[C:39]([C:43]([F:46])([F:45])[F:44])[N:38]=4)=[O:35])=[CH:29][CH:28]=3)[C:17]([C:19]([NH:21][CH2:22][C:23]([F:26])([F:25])[F:24])=[O:20])=[CH:18][N:14]2[N:13]=[CH:12][N:11]=1, predict the reaction product. The product is: [NH2:9][C:10]1[C:15]2=[C:16]([C:27]3[CH:32]=[CH:31][C:30]([NH:33][C:34]([NH:36][C:37]4[CH:42]=[CH:41][CH:40]=[C:39]([C:43]([F:46])([F:45])[F:44])[N:38]=4)=[O:35])=[CH:29][CH:28]=3)[C:17]([C:19]([NH:21][CH2:22][C:23]([F:26])([F:25])[F:24])=[O:20])=[C:18]([CH2:7][N:1]3[CH2:6][CH2:5][O:4][CH2:3][CH2:2]3)[N:14]2[N:13]=[CH:12][N:11]=1.